From a dataset of Full USPTO retrosynthesis dataset with 1.9M reactions from patents (1976-2016). Predict the reactants needed to synthesize the given product. (1) The reactants are: [CH2:1]([C:8]1[NH:12][N:11]=[C:10]([C:13]2[CH:18]=[CH:17][C:16]([CH2:19][NH2:20])=[CH:15][CH:14]=2)[CH:9]=1)[CH2:2][CH2:3][CH2:4][CH2:5][CH2:6][CH3:7].C(OC(N1CC[C@H](O)[C@H]1C(O)=O)=O)(C)(C)C. Given the product [CH2:1]([C:8]1[CH:9]=[C:10]([C:13]2[CH:18]=[CH:17][C:16]([C:19]#[N:20])=[CH:15][CH:14]=2)[NH:11][N:12]=1)[CH2:2][CH2:3][CH2:4][CH2:5][CH2:6][CH3:7], predict the reactants needed to synthesize it. (2) Given the product [Br:14][C:11]1[CH:12]=[C:13]2[C:5]([C:3]3[S:17][C:16]([NH2:18])=[N:15][CH:2]=3)=[CH:6][NH:7][C:8]2=[N:9][CH:10]=1, predict the reactants needed to synthesize it. The reactants are: Br[CH2:2][C:3]([C:5]1[C:13]2[C:8](=[N:9][CH:10]=[C:11]([Br:14])[CH:12]=2)[NH:7][CH:6]=1)=O.[NH2:15][C:16]([NH2:18])=[S:17]. (3) Given the product [Br:5][C:6]1[CH:7]=[CH:8][C:9]([O:12][C@H:13]([C:15]2[N:16]([CH3:32])[C:17]([C:20]3[CH:27]=[CH:26][C:23]([C:24]([NH2:25])=[O:1])=[CH:22][C:21]=3[C:28]([F:31])([F:29])[F:30])=[N:18][N:19]=2)[CH3:14])=[N:10][CH:11]=1, predict the reactants needed to synthesize it. The reactants are: [OH-:1].[Na+].OO.[Br:5][C:6]1[CH:7]=[CH:8][C:9]([O:12][C@H:13]([C:15]2[N:16]([CH3:32])[C:17]([C:20]3[CH:27]=[CH:26][C:23]([C:24]#[N:25])=[CH:22][C:21]=3[C:28]([F:31])([F:30])[F:29])=[N:18][N:19]=2)[CH3:14])=[N:10][CH:11]=1.O. (4) Given the product [C:24]([O:23][C:21]([N:17]([CH2:18][CH2:19][CH3:20])[N:8]1[C:7]([CH3:28])=[C:6]([C:4]([OH:5])=[O:3])[C:15]2[C:10](=[CH:11][CH:12]=[N:13][CH:14]=2)[C:9]1=[O:16])=[O:22])([CH3:27])([CH3:25])[CH3:26], predict the reactants needed to synthesize it. The reactants are: C([O:3][C:4]([C:6]1[C:15]2[C:10](=[CH:11][CH:12]=[N:13][CH:14]=2)[C:9](=[O:16])[N:8]([N:17]([C:21]([O:23][C:24]([CH3:27])([CH3:26])[CH3:25])=[O:22])[CH2:18][CH2:19][CH3:20])[C:7]=1[CH3:28])=[O:5])C.[OH-].[Na+].Cl.